The task is: Predict the reaction yield, written as a fraction of the theoretical maximum amount of product (1.0 means a 100% yield; for example, 0.34 means a 34% yield).. This data is from Reaction yield outcomes from USPTO patents with 853,638 reactions. (1) The reactants are C(O[CH:4]=[C:5]([S:11]([CH3:14])(=[O:13])=[O:12])[C:6]([O:8][CH2:9][CH3:10])=[O:7])C.[Cl:15][C:16]1[CH:21]=[CH:20][C:19]([NH2:22])=[CH:18][N:17]=1. The catalyst is ClC1C=CC=CC=1. The product is [Cl:15][C:16]1[N:17]=[CH:18][C:19]([NH:22][CH:4]=[C:5]([S:11]([CH3:14])(=[O:12])=[O:13])[C:6]([O:8][CH2:9][CH3:10])=[O:7])=[CH:20][CH:21]=1. The yield is 0.840. (2) The reactants are [OH:1][C:2]1[C:11]2[C:6](=[CH:7][CH:8]=[C:9](I)[CH:10]=2)[N:5]([CH3:13])[C:4](=[O:14])[C:3]=1[C:15]([NH:17][CH2:18][C:19]([O:21][CH2:22][CH3:23])=[O:20])=[O:16].[CH2:24]([N+:26](CC)(CC)CC)C. The catalyst is O1CCOCC1.C1(P(C2C=CC=CC=2)[C-]2C=CC=C2)C=CC=CC=1.[C-]1(P(C2C=CC=CC=2)C2C=CC=CC=2)C=CC=C1.[Fe+2].[Cu].C1C=CC(/C=C/C(/C=C/C2C=CC=CC=2)=O)=CC=1.C1C=CC(/C=C/C(/C=C/C2C=CC=CC=2)=O)=CC=1.C1C=CC(/C=C/C(/C=C/C2C=CC=CC=2)=O)=CC=1.[Pd].[Pd]. The product is [C:24]([C:9]1[CH:10]=[C:11]2[C:6](=[CH:7][CH:8]=1)[N:5]([CH3:13])[C:4](=[O:14])[C:3]([C:15]([NH:17][CH2:18][C:19]([O:21][CH2:22][CH3:23])=[O:20])=[O:16])=[C:2]2[OH:1])#[N:26]. The yield is 0.900. (3) The reactants are Br[C:2]1[N:6]2[CH2:7][CH2:8][CH2:9][C:5]2=[N:4][CH:3]=1.C([Mg]Br)(C)C.I[C:16]1[N:28]([S:29]([C:32]2[CH:38]=[CH:37][C:35]([CH3:36])=[CH:34][CH:33]=2)(=[O:31])=[O:30])[C:19]2=[N:20][CH:21]=[C:22]3[CH:26]=[N:25][N:24]([CH3:27])[C:23]3=[C:18]2[CH:17]=1.O. The catalyst is C1COCC1.CN(C=O)C.[Cl-].[Zn+2].[Cl-].C1C=CC([P]([Pd]([P](C2C=CC=CC=2)(C2C=CC=CC=2)C2C=CC=CC=2)([P](C2C=CC=CC=2)(C2C=CC=CC=2)C2C=CC=CC=2)[P](C2C=CC=CC=2)(C2C=CC=CC=2)C2C=CC=CC=2)(C2C=CC=CC=2)C2C=CC=CC=2)=CC=1. The product is [N:4]1[CH:3]=[C:2]([C:16]2[N:28]([S:29]([C:32]3[CH:38]=[CH:37][C:35]([CH3:36])=[CH:34][CH:33]=3)(=[O:31])=[O:30])[C:19]3=[N:20][CH:21]=[C:22]4[CH:26]=[N:25][N:24]([CH3:27])[C:23]4=[C:18]3[CH:17]=2)[N:6]2[CH2:7][CH2:8][CH2:9][C:5]=12. The yield is 1.00. (4) The product is [CH3:1][O:2][N:3]=[C:4]1[C:8]([CH2:11][N:24]=[N+:25]=[N-:26])([CH2:9][OH:10])[CH2:7][N:6]([CH2:17][C:18]2[CH:23]=[CH:22][CH:21]=[CH:20][CH:19]=2)[CH2:5]1. The yield is 0.873. The catalyst is CN(C)C=O. The reactants are [CH3:1][O:2][N:3]=[C:4]1[C:8]([CH2:11]OS(C)(=O)=O)([CH2:9][OH:10])[CH2:7][N:6]([CH2:17][C:18]2[CH:23]=[CH:22][CH:21]=[CH:20][CH:19]=2)[CH2:5]1.[N-:24]=[N+:25]=[N-:26].[Na+]. (5) The reactants are [C:1]([NH:5][C:6]([C:8]1[CH:12]=[C:11]([C:13]2[CH:18]=[CH:17][C:16]([C:19]#N)=[CH:15][N:14]=2)[N:10]([C:21]2[CH:22]=[N:23][C:24]([O:27][CH3:28])=[CH:25][CH:26]=2)[N:9]=1)=[O:7])([CH3:4])([CH3:3])[CH3:2].[OH-:29].[Na+].[OH2:31].C(Cl)(Cl)Cl. The catalyst is CO.O1CCCC1. The product is [C:1]([NH:5][C:6]([C:8]1[CH:12]=[C:11]([C:13]2[CH:18]=[CH:17][C:16]([C:19]([OH:31])=[O:29])=[CH:15][N:14]=2)[N:10]([C:21]2[CH:22]=[N:23][C:24]([O:27][CH3:28])=[CH:25][CH:26]=2)[N:9]=1)=[O:7])([CH3:4])([CH3:3])[CH3:2]. The yield is 0.780. (6) The reactants are [CH2:1]([O:3][C:4](=[O:29])[CH2:5][C:6]1[N:7]=[C:8]([NH:11][C:12]([NH:14][C:15]2[CH:20]=[CH:19][C:18]([CH3:21])=[CH:17][C:16]=2[C:22]([CH:24]2[CH2:28][CH2:27][CH2:26][CH2:25]2)=[O:23])=[O:13])[S:9][CH:10]=1)[CH3:2].[Cl:30]N1C(=O)CCC1=O. The catalyst is C(#N)C.C(Cl)Cl. The product is [CH2:1]([O:3][C:4](=[O:29])[CH2:5][C:6]1[N:7]=[C:8]([NH:11][C:12]([NH:14][C:15]2[CH:20]=[CH:19][C:18]([CH3:21])=[CH:17][C:16]=2[C:22]([CH:24]2[CH2:28][CH2:27][CH2:26][CH2:25]2)=[O:23])=[O:13])[S:9][C:10]=1[Cl:30])[CH3:2]. The yield is 0.150. (7) The reactants are [NH2:1][C@@H:2]1[CH2:7][CH2:6][C@H:5]([C:8]([OH:10])=[O:9])[CH2:4][CH2:3]1.[OH-].[Na+].[CH3:13][C:14]([O:17][C:18](O[C:18]([O:17][C:14]([CH3:16])([CH3:15])[CH3:13])=[O:19])=[O:19])([CH3:16])[CH3:15]. The catalyst is C1COCC1. The product is [C:14]([O:17][C:18]([NH:1][C@@H:2]1[CH2:7][CH2:6][C@H:5]([C:8]([OH:10])=[O:9])[CH2:4][CH2:3]1)=[O:19])([CH3:16])([CH3:15])[CH3:13]. The yield is 0.830. (8) The reactants are [Br:1][C:2]1[CH:10]=[CH:9][C:8]2[NH:7][C:6]3[CH2:11][CH2:12][NH:13][CH2:14][C:5]=3[C:4]=2[CH:3]=1.CN(C1C=CC=CN=1)C.[C:24](O[C:24]([O:26][C:27]([CH3:30])([CH3:29])[CH3:28])=[O:25])([O:26][C:27]([CH3:30])([CH3:29])[CH3:28])=[O:25].C(N(CC)CC)C. The catalyst is C(Cl)Cl.CO. The product is [Br:1][C:2]1[CH:10]=[CH:9][C:8]2[NH:7][C:6]3[CH2:11][CH2:12][N:13]([C:24]([O:26][C:27]([CH3:30])([CH3:29])[CH3:28])=[O:25])[CH2:14][C:5]=3[C:4]=2[CH:3]=1. The yield is 0.820.